Dataset: Reaction yield outcomes from USPTO patents with 853,638 reactions. Task: Predict the reaction yield, written as a fraction of the theoretical maximum amount of product (1.0 means a 100% yield; for example, 0.34 means a 34% yield). (1) The reactants are [Cl:1][C:2]1[CH:18]=[CH:17][C:5]2[CH2:6][CH2:7][N:8]([C:11](=[O:16])[C:12]([F:15])([F:14])[F:13])[CH2:9][CH2:10][C:4]=2[C:3]=1OS(C(F)(F)F)(=O)=O.[CH:27]1([S:32][CH2:33][C:34]2[CH:41]=[CH:40][C:37]([CH2:38][NH2:39])=[CH:36][CH:35]=2)[CH2:31][CH2:30][CH2:29][CH2:28]1. The catalyst is C1(C)C=CC=CC=1. The product is [Cl:1][C:2]1[CH:18]=[CH:17][C:5]2[CH2:6][CH2:7][N:8]([C:11](=[O:16])[C:12]([F:13])([F:15])[F:14])[CH2:9][CH2:10][C:4]=2[C:3]=1[NH:39][CH2:38][C:37]1[CH:40]=[CH:41][C:34]([CH2:33][S:32][CH:27]2[CH2:31][CH2:30][CH2:29][CH2:28]2)=[CH:35][CH:36]=1. The yield is 0.410. (2) The reactants are [NH2:1][C:2]1[CH:3]=[CH:4][CH:5]=[C:6]2[C:11]=1[N:10]=[CH:9][CH:8]=[CH:7]2.[CH3:12][C:13]1[CH:18]=[CH:17][C:16]([S:19](Cl)(=[O:21])=[O:20])=[C:15]([N+:23]([O-:25])=[O:24])[CH:14]=1.N1C=CC=CC=1. The catalyst is C(Cl)Cl. The product is [CH3:12][C:13]1[CH:18]=[CH:17][C:16]([S:19]([NH:1][C:2]2[CH:3]=[CH:4][CH:5]=[C:6]3[C:11]=2[N:10]=[CH:9][CH:8]=[CH:7]3)(=[O:20])=[O:21])=[C:15]([N+:23]([O-:25])=[O:24])[CH:14]=1. The yield is 0.450. (3) The catalyst is CN(C)C=O. The reactants are [H-].[Na+].[CH3:3][CH:4]([CH3:7])[CH2:5][OH:6].F[C:9]1[CH:16]=[CH:15][C:14]([Br:17])=[CH:13][C:10]=1[C:11]#[N:12].O. The yield is 0.950. The product is [Br:17][C:14]1[CH:15]=[CH:16][C:9]([O:6][CH2:5][CH:4]([CH3:7])[CH3:3])=[C:10]([CH:13]=1)[C:11]#[N:12].